Dataset: Experimentally validated miRNA-target interactions with 360,000+ pairs, plus equal number of negative samples. Task: Binary Classification. Given a miRNA mature sequence and a target amino acid sequence, predict their likelihood of interaction. (1) The miRNA is hsa-miR-4255 with sequence CAGUGUUCAGAGAUGGA. The protein sequence of the target gene is MEGTVESQTPDLRDVEGKVGRKTPEGLLRGLRGECELGTSGALLLPGASSTGHDLGDKIMALKMELAYLRAIDVKILQQLVTLNEGIEAVRWLLEERGTLTSHCSSLTSSQYSLTGGSPGRSRRGSWDSLPDTSTTDRLDSVSIGSFLDTVAPSELDEQGPPGAPRSEMDWAKVIAGGERARTEVDVAATRLGSLRAVWKPPGERLQGGPPESPEDESAKLGFEAHWFWEQCQDDVTFL. Result: 0 (no interaction). (2) The miRNA is mmu-miR-1964-3p with sequence CCGACUUCUGGGCUCCGGCUUU. The protein sequence of the target gene is MRLAGPLRIVVLVVSVGVTWIVVSILLGGPGSGFPRIQQLFTSPESSVTAAPRARKYKCGLPQPCPEEHLAFRVVSGAANVIGPKICLEDKMLMSSVKDNVGRGLNIALVNGVSGELIEARAFDMWAGDVNDLLKFIRPLHEGTLVFVASYDDPATKMNEETRKLFSELGSRNAKELAFRDSWVFVGAKGVQNKSPFEQHVKNSKHSNKYEGWPEALEMEGCIPRRSTAS. Result: 0 (no interaction). (3) The miRNA is mmu-miR-136-5p with sequence ACUCCAUUUGUUUUGAUGAUGG. The protein sequence of the target gene is MLPRLGGPALPLLLPSLLLLLLLGAGGCGPGVRAEVLFRCPPCTPERLAACGPPPDAPCAELVREPGCGCCSVCARQEGEACGVYIPRCAQTLRCYPNPGSELPLKALVTGAGTCEKRRVGTTPQQVADSDDDHSEGGLVENHVDGTMNMLGGGSSAGRKPLKSGMKELAVFREKVNEQHRQMGKGAKHLSLEEPKKLRPPPARTPCQQELDQVLERISTMRLPDDRGPLEHLYSLHIPNCDKHGRYNLKQCKMSLNGQRGECWCVNPNTGKPIQGAPTIRGDPECHLFYNEQQETGGAH.... Result: 1 (interaction). (4) The miRNA is hsa-miR-1243 with sequence AACUGGAUCAAUUAUAGGAGUG. The protein sequence of the target gene is MTRKRTYWVPNSSGGLVNRGIDIGDDMVSGLIYKTYTLQDGPWSQQERNPEAPGRAAVPPWGKYDAALRTMIPFRPKPRFPAPQPLDNAGLFSYLTVSWLTPLMIQSLRSRLDENTIPPLSVHDASDKNVQRLHRLWEEEVSRRGIEKASVLLVMLRFQRTRLIFDALLGICFCIASVLGPILIIPKILEYSEEQLGNVVHGVGLCFALFLSECVKSLSFSSSWIINQRTAIRFRAAVSSFAFEKLIQFKSVIHITSGEAISFFTGDVNYLFEGVCYGPLVLITCASLVICSISSYFIIG.... Result: 0 (no interaction).